This data is from Full USPTO retrosynthesis dataset with 1.9M reactions from patents (1976-2016). The task is: Predict the reactants needed to synthesize the given product. (1) Given the product [Cl:25][C:22]1[CH:23]=[CH:24][C:19]([O:18][C:13]2[CH:12]=[CH:11][C:10]([CH2:9][O:8][C:6]3[NH:7][C:2](=[O:39])[N:3]=[CH:4][CH:5]=3)=[CH:17][C:14]=2[C:15]#[N:16])=[CH:20][C:21]=1[C:26]([F:29])([F:28])[F:27], predict the reactants needed to synthesize it. The reactants are: Cl[C:2]1[N:7]=[C:6]([O:8][CH2:9][C:10]2[CH:11]=[CH:12][C:13]([O:18][C:19]3[CH:24]=[CH:23][C:22]([Cl:25])=[C:21]([C:26]([F:29])([F:28])[F:27])[CH:20]=3)=[C:14]([CH:17]=2)[C:15]#[N:16])[CH:5]=[CH:4][N:3]=1.C1N2CCN(CC2)C1.C(=O)([O-])[O-:39].[K+].[K+].O1CCOCC1. (2) Given the product [CH:1]([O:4][C:5]1[CH:10]=[CH:9][C:8]([NH:11][C:12]([N:14]2[CH2:19][CH2:18][N:17]([C:20]3[C:25]([CH:26]=[N:27][O:28][CH2:29][CH2:30][NH:31][S:34]([CH3:33])(=[O:36])=[O:35])=[C:24]([NH2:32])[N:23]=[CH:22][N:21]=3)[CH2:16][CH2:15]2)=[O:13])=[CH:7][CH:6]=1)([CH3:3])[CH3:2], predict the reactants needed to synthesize it. The reactants are: [CH:1]([O:4][C:5]1[CH:10]=[CH:9][C:8]([NH:11][C:12]([N:14]2[CH2:19][CH2:18][N:17]([C:20]3[C:25]([CH:26]=[N:27][O:28][CH2:29][CH2:30][NH2:31])=[C:24]([NH2:32])[N:23]=[CH:22][N:21]=3)[CH2:16][CH2:15]2)=[O:13])=[CH:7][CH:6]=1)([CH3:3])[CH3:2].[CH3:33][S:34](Cl)(=[O:36])=[O:35].CCN(C(C)C)C(C)C.